This data is from Full USPTO retrosynthesis dataset with 1.9M reactions from patents (1976-2016). The task is: Predict the reactants needed to synthesize the given product. (1) Given the product [C:1]([O:5][C:6]([N:8]1[CH2:13][CH2:12][CH2:11][CH2:10][C@@H:9]1[CH2:14][OH:15])=[O:7])([CH3:4])([CH3:3])[CH3:2], predict the reactants needed to synthesize it. The reactants are: [C:1]([O:5][C:6]([N:8]1[CH2:13][CH2:12][CH2:11][CH2:10][C@@H:9]1[C:14](O)=[O:15])=[O:7])([CH3:4])([CH3:3])[CH3:2]. (2) Given the product [N:26]1([C:23]2[CH:24]=[CH:25][C:20]([CH2:19][N:3]3[C:2]([Cl:1])=[C:10]4[C:5]([N:6]([CH2:14][CH:15]([CH3:17])[CH3:16])[C:7](=[O:13])[N:8]([CH3:12])[C:9]4=[O:11])=[CH:4]3)=[CH:21][CH:22]=2)[CH:30]=[N:29][CH:28]=[N:27]1, predict the reactants needed to synthesize it. The reactants are: [Cl:1][C:2]1[NH:3][CH:4]=[C:5]2[C:10]=1[C:9](=[O:11])[N:8]([CH3:12])[C:7](=[O:13])[N:6]2[CH2:14][CH:15]([CH3:17])[CH3:16].Br[CH2:19][C:20]1[CH:25]=[CH:24][C:23]([N:26]2[CH:30]=[N:29][CH:28]=[N:27]2)=[CH:22][CH:21]=1.C(=O)([O-])[O-].[Cs+].[Cs+]. (3) Given the product [ClH:34].[N:11]1([C:14]2[CH:19]=[C:18]([NH:20][S:31]([C:30]3[C:24]4[O:23][C:22]([F:35])([F:21])[O:26][C:25]=4[CH:27]=[CH:28][CH:29]=3)(=[O:32])=[O:33])[CH:17]=[CH:16][CH:15]=2)[CH2:10][CH2:9][NH:8][CH2:13][CH2:12]1, predict the reactants needed to synthesize it. The reactants are: C(OC([N:8]1[CH2:13][CH2:12][N:11]([C:14]2[CH:19]=[C:18]([NH2:20])[CH:17]=[CH:16][CH:15]=2)[CH2:10][CH2:9]1)=O)(C)(C)C.[F:21][C:22]1([F:35])[O:26][C:25]2[CH:27]=[CH:28][CH:29]=[C:30]([S:31]([Cl:34])(=[O:33])=[O:32])[C:24]=2[O:23]1. (4) Given the product [F:26][C:27]([F:44])([F:43])[C:28]1[N:33]=[CH:32][C:31]([C:8]2[CH:13]=[C:12]([CH2:14][N:15]3[C:23](=[O:24])[C:22]4[C:17](=[CH:18][CH:19]=[CH:20][CH:21]=4)[C:16]3=[O:25])[CH:11]=[CH:10][N:9]=2)=[CH:30][N:29]=1, predict the reactants needed to synthesize it. The reactants are: C(=O)([O-])[O-].[K+].[K+].Br[C:8]1[CH:13]=[C:12]([CH2:14][N:15]2[C:23](=[O:24])[C:22]3[C:17](=[CH:18][CH:19]=[CH:20][CH:21]=3)[C:16]2=[O:25])[CH:11]=[CH:10][N:9]=1.[F:26][C:27]([F:44])([F:43])[C:28]1[N:33]=[CH:32][C:31](B(OC(C)C)OC(C)C)=[CH:30][N:29]=1.O. (5) Given the product [NH2:10][CH:11]1[CH2:16][CH2:15][N:14]([C:17]([O:19][C:20]([CH3:21])([CH3:22])[CH3:23])=[O:18])[CH2:13][C:12]1([F:25])[F:24], predict the reactants needed to synthesize it. The reactants are: N#N.C([NH:10][CH:11]1[CH2:16][CH2:15][N:14]([C:17]([O:19][C:20]([CH3:23])([CH3:22])[CH3:21])=[O:18])[CH2:13][C:12]1([F:25])[F:24])C1C=CC=CC=1.